This data is from Full USPTO retrosynthesis dataset with 1.9M reactions from patents (1976-2016). The task is: Predict the reactants needed to synthesize the given product. (1) Given the product [Cl:28][C:17]1[CH:18]=[C:19]([C:23]2[NH:27][N:26]=[CH:25][CH:24]=2)[CH:20]=[C:21]([Cl:22])[C:16]=1[NH:15][C:7]1[C:8]2[CH:9]=[CH:10][NH:11][C:12](=[O:14])[C:13]=2[C:4]2[CH:3]=[C:2]([C:42]#[C:41][C:39]([OH:43])([CH3:40])[CH3:38])[CH:30]=[CH:29][C:5]=2[N:6]=1, predict the reactants needed to synthesize it. The reactants are: Br[C:2]1[CH:30]=[CH:29][C:5]2[N:6]=[C:7]([NH:15][C:16]3[C:21]([Cl:22])=[CH:20][C:19]([C:23]4[NH:27][N:26]=[CH:25][CH:24]=4)=[CH:18][C:17]=3[Cl:28])[C:8]3[CH:9]=[CH:10][NH:11][C:12](=[O:14])[C:13]=3[C:4]=2[CH:3]=1.C(N(CC)CC)C.[CH3:38][C:39]([OH:43])([C:41]#[CH:42])[CH3:40]. (2) Given the product [CH3:22][O:23][C:24]1[CH:25]=[C:11]([CH:10]=[C:3]([O:2][CH3:1])[C:4]=1[CH:5]([CH3:8])[CH3:6])[CH2:12][Br:17], predict the reactants needed to synthesize it. The reactants are: [CH3:1][O:2][C:3]1[CH:4]=[C:5]([CH:8]=C(OC)[C:10]=1[CH2:11][CH2:12]C)[CH2:6]O.P(Br)(Br)[Br:17].O.C[CH2:22][O:23][CH2:24][CH3:25].